Dataset: Full USPTO retrosynthesis dataset with 1.9M reactions from patents (1976-2016). Task: Predict the reactants needed to synthesize the given product. (1) Given the product [CH3:26][O:25][C:22]1[CH:21]=[CH:20][C:19]([CH2:18][N:17]([CH2:33][C:34]2[CH:39]=[CH:38][CH:37]=[CH:36][CH:35]=2)[C:15]2[CH:14]=[CH:13][C:12]3[N:8]=[CH:9][NH:10][C:11]=3[CH:16]=2)=[CH:24][CH:23]=1, predict the reactants needed to synthesize it. The reactants are: C([N:8]1[C:12]2[CH:13]=[CH:14][C:15]([NH:17][CH2:18][C:19]3[CH:24]=[CH:23][C:22]([O:25][CH3:26])=[CH:21][CH:20]=3)=[CH:16][C:11]=2[N:10]=[CH:9]1)(OC(C)(C)C)=O.C([O-])([O-])=O.[K+].[K+].[CH2:33](Br)[C:34]1[CH:39]=[CH:38][CH:37]=[CH:36][CH:35]=1. (2) Given the product [CH3:16][CH:15]1[CH2:14][CH2:13][NH:12][CH2:11][CH:10]1[NH:9][P:4](=[O:5])([O:6][CH2:7][CH3:8])[O:3][CH2:1][CH3:2], predict the reactants needed to synthesize it. The reactants are: [CH2:1]([O:3][P:4]([NH:9][CH:10]1[CH:15]([CH3:16])[CH2:14][CH2:13][N:12](C(OCC2C=CC=CC=2)=O)[CH2:11]1)([O:6][CH2:7][CH3:8])=[O:5])[CH3:2]. (3) Given the product [Cl:8][CH2:9][CH2:10][NH:11][C:12]([NH:6][CH:3]([CH:2]([CH3:7])[CH3:1])[C:4]#[CH:5])=[O:13], predict the reactants needed to synthesize it. The reactants are: [CH3:1][CH:2]([CH3:7])[CH:3]([NH2:6])[C:4]#[CH:5].[Cl:8][CH2:9][CH2:10][N:11]=[C:12]=[O:13].C(N(CC)CC)C. (4) Given the product [Cl:18][C:19]1[CH:24]=[CH:23][CH:22]=[CH:21][C:20]=1[C:25]1[O:29][C:28]([CH:30]=[C:6]2[S:5][C:4](=[S:7])[N:3]([NH:8][C:9]3[CH:17]=[CH:16][CH:15]=[CH:14][C:10]=3[C:11]([OH:13])=[O:12])[C:2]2=[O:1])=[CH:27][CH:26]=1, predict the reactants needed to synthesize it. The reactants are: [O:1]=[C:2]1[CH2:6][S:5][C:4](=[S:7])[N:3]1[NH:8][C:9]1[CH:17]=[CH:16][CH:15]=[CH:14][C:10]=1[C:11]([OH:13])=[O:12].[Cl:18][C:19]1[CH:24]=[CH:23][CH:22]=[CH:21][C:20]=1[C:25]1[O:29][C:28]([CH:30]=O)=[CH:27][CH:26]=1.C(O)(=O)C.C(O)(=O)C.C(N)CN.S([O-])(O)=O.[Na+].